Task: Regression. Given two drug SMILES strings and cell line genomic features, predict the synergy score measuring deviation from expected non-interaction effect.. Dataset: NCI-60 drug combinations with 297,098 pairs across 59 cell lines (1) Drug 2: C1CCC(CC1)NC(=O)N(CCCl)N=O. Cell line: SNB-19. Drug 1: CC1=C2C(C(=O)C3(C(CC4C(C3C(C(C2(C)C)(CC1OC(=O)C(C(C5=CC=CC=C5)NC(=O)OC(C)(C)C)O)O)OC(=O)C6=CC=CC=C6)(CO4)OC(=O)C)OC)C)OC. Synergy scores: CSS=60.2, Synergy_ZIP=5.60, Synergy_Bliss=5.30, Synergy_Loewe=5.48, Synergy_HSA=10.9. (2) Drug 1: CC1CC2CCC3C(=C)CC(O3)CCC45CC6C(O4)C7C(O6)C(O5)C8C(O7)CCC(O8)CC(=O)CC9C(CC(C1=C)O2)OC(C9OC)CC(CN)O.CS(=O)(=O)O. Drug 2: CC1C(C(CC(O1)OC2CC(CC3=C2C(=C4C(=C3O)C(=O)C5=CC=CC=C5C4=O)O)(C(=O)C)O)N)O. Cell line: NCI-H460. Synergy scores: CSS=43.7, Synergy_ZIP=-6.01, Synergy_Bliss=-6.07, Synergy_Loewe=-3.20, Synergy_HSA=-0.968. (3) Drug 1: CN1CCC(CC1)COC2=C(C=C3C(=C2)N=CN=C3NC4=C(C=C(C=C4)Br)F)OC. Drug 2: COC1=C(C=C2C(=C1)N=CN=C2NC3=CC(=C(C=C3)F)Cl)OCCCN4CCOCC4. Cell line: SN12C. Synergy scores: CSS=38.1, Synergy_ZIP=-5.42, Synergy_Bliss=4.72, Synergy_Loewe=7.86, Synergy_HSA=8.68.